Dataset: Full USPTO retrosynthesis dataset with 1.9M reactions from patents (1976-2016). Task: Predict the reactants needed to synthesize the given product. (1) Given the product [N:1]([C:13]([CH3:22])([CH2:16][CH:17]([CH3:19])[CH3:18])[C:14]#[N:15])=[N:2][C:3]([CH3:12])([CH2:6][CH:7]([CH3:8])[CH3:11])[C:4]#[N:5], predict the reactants needed to synthesize it. The reactants are: [N:1]([C:13]([CH3:22])([CH2:16][C:17](OC)([CH3:19])[CH3:18])[C:14]#[N:15])=[N:2][C:3]([CH3:12])([CH2:6][C:7]([CH3:11])(OC)[CH3:8])[C:4]#[N:5].C(OOC(=O)C1C=CC=CC=1)(=O)C1C=CC=CC=1.C(OOC(=O)CCCCCCCCCCC)(=O)CCCCCCCCCCC.C(OOC(C)(C)C)(=O)C(C)(C)C.OO. (2) Given the product [NH2:15][C:4]1[C:5]2[N:9]=[C:8]([CH2:10][O:11][CH3:12])[N:7]([CH3:13])[C:6]=2[CH:14]=[C:2]([Br:1])[CH:3]=1, predict the reactants needed to synthesize it. The reactants are: [Br:1][C:2]1[CH:3]=[C:4]([N+:15]([O-])=O)[C:5]2[N:9]=[C:8]([CH2:10][O:11][CH3:12])[N:7]([CH3:13])[C:6]=2[CH:14]=1.C.O.NN. (3) Given the product [CH:1]1[C:10]2[C:5](=[CH:6][CH:7]=[CH:8][CH:9]=2)[CH:4]=[CH:3][C:2]=1[C:11]1[N:12]=[C:13]([C:16]([NH:18][C:19]2[CH:28]=[C:27]([C:29]([OH:31])=[O:30])[CH:26]=[CH:25][C:20]=2[C:21]([OH:23])=[O:22])=[O:17])[S:14][CH:15]=1, predict the reactants needed to synthesize it. The reactants are: [CH:1]1[C:10]2[C:5](=[CH:6][CH:7]=[CH:8][CH:9]=2)[CH:4]=[CH:3][C:2]=1[C:11]1[N:12]=[C:13]([C:16]([NH:18][C:19]2[CH:28]=[C:27]([C:29]([O:31]C)=[O:30])[CH:26]=[CH:25][C:20]=2[C:21]([O:23]C)=[O:22])=[O:17])[S:14][CH:15]=1.[OH-].[K+]. (4) Given the product [S:30]1[C:31]2[C:23]([CH2:22][N:3]3[C:4]4[CH:10]=[C:9]([N:11]5[CH2:12][CH2:13][O:14][CH2:15][CH2:16]5)[CH:8]=[C:7]([C:17]([OH:19])=[O:18])[C:5]=4[N:6]=[C:2]3[CH3:1])=[CH:24][CH:25]=[CH:26][C:27]=2[CH:28]=[CH:29]1, predict the reactants needed to synthesize it. The reactants are: [CH3:1][C:2]1[NH:6][C:5]2[C:7]([C:17]([O:19]C)=[O:18])=[CH:8][C:9]([N:11]3[CH2:16][CH2:15][O:14][CH2:13][CH2:12]3)=[CH:10][C:4]=2[N:3]=1.Br[CH2:22][C:23]1[C:31]2[S:30][CH:29]=[CH:28][C:27]=2[CH:26]=[CH:25][CH:24]=1.C(=O)([O-])[O-].[K+].[K+].[OH-].[Li+].Cl.